This data is from hERG Central: cardiac toxicity at 1µM, 10µM, and general inhibition. The task is: Predict hERG channel inhibition at various concentrations. (1) The drug is CN(C)CCCNC(=O)c1cc2sc3ccccc3c2s1.Cl. Results: hERG_inhib (hERG inhibition (general)): blocker. (2) The molecule is CCOC(=O)N1CCN(CC(=O)Nc2ccc(F)c(F)c2)CC1. Results: hERG_inhib (hERG inhibition (general)): blocker.